From a dataset of Reaction yield outcomes from USPTO patents with 853,638 reactions. Predict the reaction yield, written as a fraction of the theoretical maximum amount of product (1.0 means a 100% yield; for example, 0.34 means a 34% yield). The reactants are [Br:1][C:2]1[C:3](F)=[C:4]2[C:10]([NH:11][C:12]([C:14]3[CH:18]=[CH:17][N:16]([CH3:19])[N:15]=3)=[O:13])=[CH:9][NH:8][C:5]2=[N:6][CH:7]=1.[NH:21]1[CH2:26][CH2:25][CH2:24][C@@H:23]([NH:27]C(=O)OC(C)(C)C)[CH2:22]1.CCN(C(C)C)C(C)C.C(O)(C(F)(F)F)=O.C(Cl)[Cl:52]. The catalyst is CN1C(=O)CCC1. The product is [ClH:52].[NH2:27][C@@H:23]1[CH2:24][CH2:25][CH2:26][N:21]([C:3]2[C:2]([Br:1])=[CH:7][N:6]=[C:5]3[NH:8][CH:9]=[C:10]([NH:11][C:12]([C:14]4[CH:18]=[CH:17][N:16]([CH3:19])[N:15]=4)=[O:13])[C:4]=23)[CH2:22]1. The yield is 0.0300.